Dataset: Full USPTO retrosynthesis dataset with 1.9M reactions from patents (1976-2016). Task: Predict the reactants needed to synthesize the given product. (1) The reactants are: [CH3:1][C:2]1[CH:7]=[C:6]([O:8][Si:9]([CH:16]([CH3:18])[CH3:17])([CH:13]([CH3:15])[CH3:14])[CH:10]([CH3:12])[CH3:11])[CH:5]=[C:4]([CH3:19])[C:3]=1[CH:20]([C:22]1[CH:27]=[CH:26][C:25]([F:28])=[C:24]([C:29]([CH3:31])=[CH2:30])[CH:23]=1)O. Given the product [CH3:1][C:2]1[CH:7]=[C:6]([O:8][Si:9]([CH:10]([CH3:12])[CH3:11])([CH:13]([CH3:15])[CH3:14])[CH:16]([CH3:18])[CH3:17])[CH:5]=[C:4]([CH3:19])[C:3]=1[CH2:20][C:22]1[CH:27]=[CH:26][C:25]([F:28])=[C:24]([CH:29]([CH3:31])[CH3:30])[CH:23]=1, predict the reactants needed to synthesize it. (2) Given the product [CH:21]([C:18]1[S:19][CH:20]=[C:16]([C:2]#[C:1][C:3]2[C:4]([C:9]3[CH:14]=[CH:13][CH:12]=[CH:11][CH:10]=3)=[N:5][O:6][C:7]=2[CH3:8])[N:17]=1)([CH3:23])[CH3:22], predict the reactants needed to synthesize it. The reactants are: [C:1]([C:3]1[C:4]([C:9]2[CH:14]=[CH:13][CH:12]=[CH:11][CH:10]=2)=[N:5][O:6][C:7]=1[CH3:8])#[CH:2].Br[C:16]1[N:17]=[C:18]([CH:21]([CH3:23])[CH3:22])[S:19][CH:20]=1.